Dataset: Reaction yield outcomes from USPTO patents with 853,638 reactions. Task: Predict the reaction yield, written as a fraction of the theoretical maximum amount of product (1.0 means a 100% yield; for example, 0.34 means a 34% yield). (1) The reactants are [NH2:1][C@@H:2]1[CH2:7][CH2:6][N:5]([CH2:8][CH2:9][N:10]2[C:19]3[C:14](=[CH:15][CH:16]=[C:17]([C:20]#[N:21])[CH:18]=3)[CH:13]=[CH:12][C:11]2=[O:22])[CH2:4][C@H:3]1[O:23][CH3:24].[O:25]=[C:26]1[CH2:31][O:30][C:29]2[CH:32]=[CH:33][C:34]([CH:36]=O)=[N:35][C:28]=2[NH:27]1.C(O[BH-](OC(=O)C)OC(=O)C)(=O)C.[Na+].CO. The catalyst is ClCCl. The product is [CH3:24][O:23][C@H:3]1[C@H:2]([NH:1][CH2:36][C:34]2[CH:33]=[CH:32][C:29]3[O:30][CH2:31][C:26](=[O:25])[NH:27][C:28]=3[N:35]=2)[CH2:7][CH2:6][N:5]([CH2:8][CH2:9][N:10]2[C:19]3[C:14](=[CH:15][CH:16]=[C:17]([C:20]#[N:21])[CH:18]=3)[CH:13]=[CH:12][C:11]2=[O:22])[CH2:4]1. The yield is 0.560. (2) The reactants are [OH2:1].[OH-:2].[Li+].C(OC)(=O)[CH2:5][SH:6].[C:10]([O:15][CH2:16][CH3:17])(=O)/[CH:11]=[CH:12]/[CH3:13].[CH3:18]N(C=O)C. The catalyst is C(OCC)(=O)C. The product is [O:1]=[C:12]1[CH:13]([CH3:18])[S:6][CH2:5][CH:11]1[C:10]([O:15][CH2:16][CH3:17])=[O:2]. The yield is 1.00. (3) The reactants are [N+:1]([C:4]1[CH:9]=[CH:8][C:7]([C:10]2[N:14]=[CH:13][NH:12][N:11]=2)=[CH:6][CH:5]=1)([O-:3])=[O:2].Br[C:16]1[CH:21]=[CH:20][C:19]([C:22]([F:25])([F:24])[F:23])=[CH:18][CH:17]=1.C(=O)([O-])[O-].[Cs+].[Cs+].OC1C=CC=C2C=1N=CC=C2. The catalyst is CN(C=O)C.O.[Cu]I. The product is [N+:1]([C:4]1[CH:5]=[CH:6][C:7]([C:10]2[N:14]=[CH:13][N:12]([C:16]3[CH:21]=[CH:20][C:19]([C:22]([F:25])([F:24])[F:23])=[CH:18][CH:17]=3)[N:11]=2)=[CH:8][CH:9]=1)([O-:3])=[O:2]. The yield is 0.630.